This data is from Catalyst prediction with 721,799 reactions and 888 catalyst types from USPTO. The task is: Predict which catalyst facilitates the given reaction. (1) Reactant: [ClH:1].O1CCOCC1.OC(C(F)(F)F)=O.[Cl:15][C:16]1[CH:21]=[CH:20][CH:19]=[CH:18][C:17]=1[C:22]1[O:26][C:25]([C:27]([N:29]2[CH2:34][CH2:33][N:32](C(OC(C)(C)C)=O)[CH2:31][CH:30]2[CH2:42][O:43][C:44]2[CH:45]=[N:46][CH:47]=[CH:48][CH:49]=2)=[O:28])=[CH:24][CH:23]=1. Product: [ClH:15].[ClH:1].[Cl:15][C:16]1[CH:21]=[CH:20][CH:19]=[CH:18][C:17]=1[C:22]1[O:26][C:25]([C:27]([N:29]2[CH2:34][CH2:33][NH:32][CH2:31][CH:30]2[CH2:42][O:43][C:44]2[CH:45]=[N:46][CH:47]=[CH:48][CH:49]=2)=[O:28])=[CH:24][CH:23]=1. The catalyst class is: 5. (2) Reactant: [NH2:1][C:2]1[C:7]([CH3:9])([CH3:8])[S:6](=[O:11])(=[O:10])[CH2:5][C@:4]([C:14]2[CH:19]=[C:18](Br)[CH:17]=[CH:16][C:15]=2[F:21])([CH2:12][F:13])[N:3]=1.C(=O)(O)[O-].[Na+]. Product: [NH2:1][C:2]1[C:7]([CH3:9])([CH3:8])[S:6](=[O:11])(=[O:10])[CH2:5][C@@:4]([CH2:12][F:13])([C:14]2[CH:19]=[CH:18][CH:17]=[CH:16][C:15]=2[F:21])[N:3]=1. The catalyst class is: 696. (3) Reactant: [Br:1][C:2]1[C:11]([Br:12])=[CH:10][C:5]2[O:6][CH2:7][CH2:8][O:9][C:4]=2[C:3]=1[C:13]([OH:15])=[O:14].C(O)(=O)C.[N+:20]([O-])([OH:22])=[O:21].S(=O)(=O)(O)O. Product: [Br:1][C:2]1[C:11]([Br:12])=[C:10]([N+:20]([O-:22])=[O:21])[C:5]2[O:6][CH2:7][CH2:8][O:9][C:4]=2[C:3]=1[C:13]([OH:15])=[O:14]. The catalyst class is: 6. (4) Reactant: C[O:2][C:3](=[O:12])[CH2:4][CH2:5][CH2:6][CH2:7][C:8]([O:10]C)=[O:9].[OH:13][CH2:14][C:15]([CH2:20][OH:21])([CH2:18][OH:19])[CH2:16][OH:17]. Product: [CH3:14][CH:4]([CH2:5][CH2:6][CH2:7][C:8]([OH:10])=[O:9])[C:3]([OH:2])=[O:12].[CH3:14][CH:4]([CH2:5][CH2:6][CH2:7][C:8]([OH:10])=[O:9])[C:3]([OH:2])=[O:12].[CH3:14][CH:4]([CH2:5][CH2:6][CH2:7][C:8]([OH:10])=[O:9])[C:3]([OH:2])=[O:12].[CH3:14][CH:4]([CH2:5][CH2:6][CH2:7][C:8]([OH:10])=[O:9])[C:3]([OH:2])=[O:12].[OH:13][CH2:14][C:15]([CH2:20][OH:21])([CH2:18][OH:19])[CH2:16][OH:17]. The catalyst class is: 5. (5) Reactant: [H-].[H-].[H-].[H-].[Li+].[Al+3].C1COCC1.O[C:13]1[CH:14]=[C:15]2[C:19](=[CH:20][CH:21]=1)[NH:18][CH:17]=[C:16]2[CH2:22][C:23](O)=[O:24]. Product: [OH:24][CH2:23][CH2:22][C:16]1[C:15]2[C:19](=[CH:20][CH:21]=[CH:13][CH:14]=2)[NH:18][CH:17]=1. The catalyst class is: 6. (6) Reactant: [CH2:1]([O:3][C:4]([C:6]1[N:10]2[N:11]=[C:12](Cl)[CH:13]=[CH:14][C:9]2=[N:8][CH:7]=1)=[O:5])[CH3:2].[Cl:16][C:17]1[CH:18]=[C:19]([CH:22]=[CH:23][C:24]=1[Cl:25])[CH2:20][NH2:21]. Product: [CH2:1]([O:3][C:4]([C:6]1[N:10]2[N:11]=[C:12]([NH:21][CH2:20][C:19]3[CH:22]=[CH:23][C:24]([Cl:25])=[C:17]([Cl:16])[CH:18]=3)[CH:13]=[CH:14][C:9]2=[N:8][CH:7]=1)=[O:5])[CH3:2]. The catalyst class is: 16. (7) Reactant: [NH:1]1[CH2:6][CH2:5][NH:4][CH2:3][CH2:2]1.[Cl:7][C:8]1[CH:39]=[CH:38][CH:37]=[CH:36][C:9]=1[CH2:10][N:11]([CH3:35])[C:12]([C:14]1[N:15]=[N:16][N:17]([CH2:20][C:21]2[CH:26]=[C:25]([C:27]([F:30])([F:29])[F:28])[CH:24]=[C:23]([C:31]([F:34])([F:33])[F:32])[CH:22]=2)[C:18]=1Cl)=[O:13]. Product: [Cl:7][C:8]1[CH:39]=[CH:38][CH:37]=[CH:36][C:9]=1[CH2:10][N:11]([CH3:35])[C:12]([C:14]1[N:15]=[N:16][N:17]([CH2:20][C:21]2[CH:26]=[C:25]([C:27]([F:30])([F:28])[F:29])[CH:24]=[C:23]([C:31]([F:34])([F:32])[F:33])[CH:22]=2)[C:18]=1[N:1]1[CH2:6][CH2:5][NH:4][CH2:3][CH2:2]1)=[O:13]. The catalyst class is: 116. (8) Reactant: [O:1]=[C:2]1[C:10](=O)[C:9]2[C:4](=[CH:5][CH:6]=[CH:7][CH:8]=2)[N:3]1[CH2:12][C:13]([O:15][C:16]([CH3:19])([CH3:18])[CH3:17])=[O:14].[C-:20]#[N:21].[K+].[C:23](=[O:26])([O-])[O-].[NH4+:27].[NH4+].C[OH:30]. Product: [O:30]=[C:20]1[NH:27][C:10]2([C:9]3[C:4](=[CH:5][CH:6]=[CH:7][CH:8]=3)[N:3]([CH2:12][C:13]([O:15][C:16]([CH3:19])([CH3:18])[CH3:17])=[O:14])[C:2]2=[O:1])[C:23](=[O:26])[NH:21]1. The catalyst class is: 161. (9) Reactant: [CH3:1][C:2]1([CH3:33])[CH:7]2[CH2:8][CH:3]1[CH2:4][CH2:5][CH:6]2[CH2:9][CH2:10][N:11]1[CH2:32][CH2:31][C:14]2([N:18]([C:19]3[CH:24]=[CH:23][CH:22]=[CH:21][CH:20]=3)[CH2:17][N:16]([CH2:25][CH2:26][CH2:27][NH:28][CH3:29])[C:15]2=[O:30])[CH2:13][CH2:12]1.[C:34]([O:38][C:39]([N:41]1[CH2:48][CH2:47][C:44]2([O:46][CH2:45]2)[CH2:43][CH2:42]1)=[O:40])([CH3:37])([CH3:36])[CH3:35]. Product: [C:34]([O:38][C:39]([N:41]1[CH2:48][CH2:47][C:44]([CH2:45][N:28]([CH2:27][CH2:26][CH2:25][N:16]2[C:15](=[O:30])[C:14]3([CH2:13][CH2:12][N:11]([CH2:10][CH2:9][CH:6]4[CH2:5][CH2:4][CH:3]5[CH2:8][CH:7]4[C:2]5([CH3:1])[CH3:33])[CH2:32][CH2:31]3)[N:18]([C:19]3[CH:20]=[CH:21][CH:22]=[CH:23][CH:24]=3)[CH2:17]2)[CH3:29])([OH:46])[CH2:43][CH2:42]1)=[O:40])([CH3:37])([CH3:36])[CH3:35]. The catalyst class is: 8. (10) Reactant: [C:1]([O:6][CH3:7])(=[O:5])[CH:2]([CH3:4])[CH3:3].C([N-]C(C)C)(C)C.[Li+].[CH3:16][Bi:17](Br)[CH3:18]. Product: [CH3:16][Bi:17]([CH3:18])[C:2]([CH3:4])([CH3:3])[C:1]([O:6][CH3:7])=[O:5]. The catalyst class is: 1.